From a dataset of Reaction yield outcomes from USPTO patents with 853,638 reactions. Predict the reaction yield, written as a fraction of the theoretical maximum amount of product (1.0 means a 100% yield; for example, 0.34 means a 34% yield). (1) The reactants are [NH2:1][CH2:2][C:3]1[CH:16]=[CH:15][C:14]2[O:13][C:12]3[C:7]4=[C:8]([C:17](=[O:20])[NH:18][N:19]=[C:6]4[C:5]=2[CH:4]=1)[CH:9]=[CH:10][CH:11]=3.[CH3:21][N:22]([C:24]1[CH:29]=[CH:28][C:27]([N:30]=[N:31][C:32]2[CH:37]=[CH:36][C:35]([S:38](Cl)(=[O:40])=[O:39])=[CH:34][CH:33]=2)=[CH:26][CH:25]=1)[CH3:23]. The catalyst is CN(C=O)C. The product is [CH3:21][N:22]([CH3:23])[C:24]1[CH:25]=[CH:26][C:27]([N:30]=[N:31][C:32]2[CH:37]=[CH:36][C:35]([S:38]([NH:1][CH2:2][C:3]3[CH:16]=[CH:15][C:14]4[O:13][C:12]5[C:7]6=[C:8]([C:17](=[O:20])[NH:18][N:19]=[C:6]6[C:5]=4[CH:4]=3)[CH:9]=[CH:10][CH:11]=5)(=[O:40])=[O:39])=[CH:34][CH:33]=2)=[CH:28][CH:29]=1. The yield is 0.590. (2) The reactants are [C:1]1([N:7]2[C:17]3[C:12](=[CH:13][CH:14]=[CH:15][CH:16]=3)[C:10](=O)[C:8]2=[O:9])[CH:6]=[CH:5][CH:4]=[CH:3][CH:2]=1.[NH2:18][C:19]1[CH:20]=[CH:21][C:22]([Cl:25])=[N:23][CH:24]=1. No catalyst specified. The product is [Cl:25][C:22]1[N:23]=[CH:24][C:19]([N:18]=[C:10]2[C:12]3[C:17](=[CH:16][CH:15]=[CH:14][CH:13]=3)[N:7]([C:1]3[CH:6]=[CH:5][CH:4]=[CH:3][CH:2]=3)[C:8]2=[O:9])=[CH:20][CH:21]=1. The yield is 0.590. (3) The reactants are O[CH2:2][C:3](=[CH2:9])[C:4]([O:6][CH2:7][CH3:8])=[O:5].[NH:10]1[CH:14]=[CH:13][CH:12]=[N:11]1.C(=O)([O-])[O-].[K+].[K+]. The catalyst is C(#N)C. The product is [N:10]1([CH2:2][C:3](=[CH2:9])[C:4]([O:6][CH2:7][CH3:8])=[O:5])[CH:14]=[CH:13][CH:12]=[N:11]1. The yield is 0.180. (4) The product is [OH:31][CH:30]([C:6]1[N:2]([CH3:1])[CH:3]=[N:4][CH:5]=1)[C:29]1[CH:32]=[CH:33][C:26]([C:24]#[N:25])=[CH:27][CH:28]=1. The catalyst is C1COCC1. The reactants are [CH3:1][N:2]1[CH:6]=[CH:5][N:4]=[C:3]1[Si](CC)(CC)CC.C([Li])(C)(C)C.CCCCC.[C:24]([C:26]1[CH:33]=[CH:32][C:29]([CH:30]=[O:31])=[CH:28][CH:27]=1)#[N:25]. The yield is 0.890. (5) The reactants are [F:1][C:2]1[CH:19]=[CH:18][CH:17]=[CH:16][C:3]=1[O:4][CH:5]([C:7]1[CH:15]=[CH:14][C:10]([C:11]([OH:13])=O)=[CH:9][CH:8]=1)[CH3:6].Cl.C(N=C=NCCCN(C)C)C.ON1C2C=CC=CC=2N=N1.[NH2:42][CH2:43][C:44]1[C:45]([OH:52])=[N:46][C:47]([CH3:51])=[CH:48][C:49]=1[CH3:50]. The catalyst is O.ClCCl.C(N(CC)CC)C. The product is [F:1][C:2]1[CH:19]=[CH:18][CH:17]=[CH:16][C:3]=1[O:4][CH:5]([C:7]1[CH:8]=[CH:9][C:10]([C:11]([NH:42][CH2:43][C:44]2[C:45]([OH:52])=[N:46][C:47]([CH3:51])=[CH:48][C:49]=2[CH3:50])=[O:13])=[CH:14][CH:15]=1)[CH3:6]. The yield is 0.380.